From a dataset of Reaction yield outcomes from USPTO patents with 853,638 reactions. Predict the reaction yield, written as a fraction of the theoretical maximum amount of product (1.0 means a 100% yield; for example, 0.34 means a 34% yield). (1) The reactants are C(NC(C1SC(NC(N(CC(OC)OC)CC2C=CC(F)=CC=2)=O)=NC=1C)=O)C1C=CC=CC=1.CO[CH:37]([O:68]C)[CH2:38][N:39]([CH2:59][CH2:60][C:61]1[CH:66]=[CH:65][C:64]([F:67])=[CH:63][CH:62]=1)[C:40](=[O:58])[NH:41][C:42]1[S:43][C:44]([C:48]([NH:50][CH2:51][C:52]2[CH:53]=[N:54][CH:55]=[CH:56][CH:57]=2)=[O:49])=[C:45]([CH3:47])[N:46]=1. No catalyst specified. The product is [F:67][C:64]1[CH:63]=[CH:62][C:61]([CH2:60][CH2:59][N:39]2[CH2:38][CH:37]([OH:68])[N:41]([C:42]3[S:43][C:44]([C:48]([NH:50][CH2:51][C:52]4[CH:53]=[N:54][CH:55]=[CH:56][CH:57]=4)=[O:49])=[C:45]([CH3:47])[N:46]=3)[C:40]2=[O:58])=[CH:66][CH:65]=1. The yield is 0.210. (2) The reactants are [C:1]([O:5][C:6]1[CH:11]=[CH:10][C:9]([CH2:12][C@H:13]([NH:43]C(=O)OCC2C3C=CC=CC=3C3C2=CC=CC=3)[C:14]([N:16]([CH2:35][CH:36]([O:40][CH2:41][CH3:42])[O:37][CH2:38][CH3:39])[CH2:17][C:18]2[C:23]3[N:24]=[C:25]([NH:27][C:28]([O:30][C:31]([CH3:34])([CH3:33])[CH3:32])=[O:29])[S:26][C:22]=3[CH:21]=[CH:20][CH:19]=2)=[O:15])=[CH:8][CH:7]=1)([CH3:4])([CH3:3])[CH3:2].N1CCCCC1.ClCCl. No catalyst specified. The product is [NH2:43][C@@H:13]([CH2:12][C:9]1[CH:8]=[CH:7][C:6]([O:5][C:1]([CH3:2])([CH3:3])[CH3:4])=[CH:11][CH:10]=1)[C:14]([N:16]([CH2:35][CH:36]([O:40][CH2:41][CH3:42])[O:37][CH2:38][CH3:39])[CH2:17][C:18]1[C:23]2[N:24]=[C:25]([NH:27][C:28]([O:30][C:31]([CH3:33])([CH3:34])[CH3:32])=[O:29])[S:26][C:22]=2[CH:21]=[CH:20][CH:19]=1)=[O:15]. The yield is 0.990. (3) The reactants are Br[C:2]1[CH:3]=[C:4]2[C:8](=[C:9]([C:11]([NH2:13])=[O:12])[CH:10]=1)[NH:7][CH:6]=[C:5]2[CH:14]1[CH2:19][CH2:18][CH2:17][S:16](=[O:21])(=[O:20])[CH2:15]1.[O:22]1[CH:26]=[CH:25][CH:24]=[C:23]1B(O)O.C(=O)([O-])[O-].[K+].[K+]. The catalyst is O1CCOCC1.O.C1C=CC(P(C2C=CC=CC=2)[C-]2C=CC=C2)=CC=1.C1C=CC(P(C2C=CC=CC=2)[C-]2C=CC=C2)=CC=1.Cl[Pd]Cl.[Fe+2]. The product is [O:20]=[S:16]1(=[O:21])[CH2:17][CH2:18][CH2:19][CH:14]([C:5]2[C:4]3[C:8](=[C:9]([C:11]([NH2:13])=[O:12])[CH:10]=[C:2]([C:23]4[O:22][CH:26]=[CH:25][CH:24]=4)[CH:3]=3)[NH:7][CH:6]=2)[CH2:15]1. The yield is 0.370. (4) The reactants are C[O:2][C:3](=[O:30])[C:4]([CH3:29])([O:6][C:7]1[CH:8]=[C:9]([CH:13]2[C:22]([CH3:24])([CH3:23])[CH2:21][C:20]3[C:15](=[CH:16][CH:17]=[C:18]([C:25]([O:27]C)=[O:26])[CH:19]=3)[NH:14]2)[CH:10]=[CH:11][CH:12]=1)[CH3:5].[OH-].[Na+]. The catalyst is CO.O1CCCC1. The product is [C:3]([C:4]([O:6][C:7]1[CH:8]=[C:9]([CH:13]2[C:22]([CH3:23])([CH3:24])[CH2:21][C:20]3[C:15](=[CH:16][CH:17]=[C:18]([C:25]([OH:27])=[O:26])[CH:19]=3)[NH:14]2)[CH:10]=[CH:11][CH:12]=1)([CH3:29])[CH3:5])([OH:30])=[O:2]. The yield is 0.300.